Dataset: Reaction yield outcomes from USPTO patents with 853,638 reactions. Task: Predict the reaction yield, written as a fraction of the theoretical maximum amount of product (1.0 means a 100% yield; for example, 0.34 means a 34% yield). (1) The reactants are [NH2:1][C:2]1[CH:30]=[CH:29][C:5]([O:6][C:7]2[CH:12]=[CH:11][N:10]=[C:9]3[CH:13]=[C:14]([C:16]4[CH2:21][CH2:20][N:19]([C:22]([O:24][C:25]([CH3:28])([CH3:27])[CH3:26])=[O:23])[CH2:18][CH:17]=4)[S:15][C:8]=23)=[C:4]([F:31])[CH:3]=1.[F:32][C:33]1[CH:38]=[CH:37][C:36]([N:39]2[C:44](=[O:45])[C:43]([C:46](O)=[O:47])=[CH:42][CH:41]=[N:40]2)=[CH:35][CH:34]=1.Cl.C(N=C=NCCCN(C)C)C.N1(O)C2C=CC=CC=2N=N1.C(N(C(C)C)C(C)C)C. The catalyst is CN(C=O)C. The product is [F:31][C:4]1[CH:3]=[C:2]([NH:1][C:46]([C:43]2[C:44](=[O:45])[N:39]([C:36]3[CH:37]=[CH:38][C:33]([F:32])=[CH:34][CH:35]=3)[N:40]=[CH:41][CH:42]=2)=[O:47])[CH:30]=[CH:29][C:5]=1[O:6][C:7]1[CH:12]=[CH:11][N:10]=[C:9]2[CH:13]=[C:14]([C:16]3[CH2:21][CH2:20][N:19]([C:22]([O:24][C:25]([CH3:27])([CH3:28])[CH3:26])=[O:23])[CH2:18][CH:17]=3)[S:15][C:8]=12. The yield is 0.611. (2) The reactants are [F:1][C:2]1[CH:3]=[N:4][C:5]2[CH:6]=[C:7]([F:16])[C:8](=[O:15])[N:9]3CC(=C)C=1[C:10]=23.S([O-])([O-])=O.[Na+].[Na+].[C:23]([OH:27])([CH3:26])([CH3:25])[CH3:24].[OH2:28]. No catalyst specified. The product is [F:1][C:2]1[CH:3]=[N:4][C:5]2[CH:6]=[C:7]([F:16])[C:8](=[O:15])[N:9]3[CH2:25][C:23]([OH:27])([CH2:26][OH:28])[C:24]=1[C:10]=23. The yield is 0.970. (3) The reactants are Br[C:2]1[CH:10]=[CH:9][C:5]([C:6]([NH2:8])=[O:7])=[C:4]([CH3:11])[CH:3]=1.C(N(CC)CC)C.[CH3:19][OH:20].CN([CH:24]=[O:25])C. The catalyst is C(OCC)(=O)C.C([O-])(=O)C.[Pd+2].C([O-])(=O)C.C1(P(C2C=CC=CC=2)[C-]2C=CC=C2)C=CC=CC=1.[C-]1(P(C2C=CC=CC=2)C2C=CC=CC=2)C=CC=C1.[Fe+2]. The product is [NH2:8][C:6]([C:5]1[CH:9]=[CH:10][C:2]([C:19]([O:25][CH3:24])=[O:20])=[CH:3][C:4]=1[CH3:11])=[O:7]. The yield is 0.700. (4) The reactants are Br[C:2]1[C:3]([O:14][CH3:15])=[CH:4][N:5]=[C:6]2[C:11]=1[N:10]=[C:9]([O:12][CH3:13])[CH:8]=[CH:7]2.C(=O)([O-])O.[Na+].[H][H]. The catalyst is CO.[Pd]. The product is [CH3:13][O:12][C:9]1[CH:8]=[CH:7][C:6]2[C:11](=[CH:2][C:3]([O:14][CH3:15])=[CH:4][N:5]=2)[N:10]=1. The yield is 0.940. (5) The reactants are [Cl:1][C:2]1[C:3]([N:8]2[C:12](O)([C:13]([O:15][CH2:16][CH3:17])=[O:14])[CH2:11][C:10]([C:19]([F:22])([F:21])[F:20])=[N:9]2)=[N:4][CH:5]=[CH:6][CH:7]=1. The catalyst is S(=O)(=O)(O)O.C(O)(=O)C. The product is [Cl:1][C:2]1[C:3]([N:8]2[C:12]([C:13]([O:15][CH2:16][CH3:17])=[O:14])=[CH:11][C:10]([C:19]([F:22])([F:20])[F:21])=[N:9]2)=[N:4][CH:5]=[CH:6][CH:7]=1. The yield is 0.770. (6) The reactants are Br[C:2]1[CH:3]=[N:4][CH:5]=[CH:6][CH:7]=1.[O:8]=[C:9]1[C@@H:16]2[C@@H:12]([CH2:13][N:14]([C:17]([O:19][C:20]([CH3:23])([CH3:22])[CH3:21])=[O:18])[CH2:15]2)[CH2:11][CH2:10]1. No catalyst specified. The product is [C:20]([O:19][C:17]([N:14]1[CH2:15][CH:16]2[C:9]([OH:8])([C:2]3[CH:3]=[N:4][CH:5]=[CH:6][CH:7]=3)[CH2:10][CH2:11][CH:12]2[CH2:13]1)=[O:18])([CH3:23])([CH3:21])[CH3:22]. The yield is 0.270. (7) The reactants are [F:1][CH:2]([F:12])[O:3][C:4]1[C:5]([O:10]C)=[N:6][CH:7]=[CH:8][CH:9]=1.B(Br)(Br)Br.O.C(=O)(O)[O-].[Na+]. The catalyst is C(Cl)Cl.CCCCCCC. The product is [F:12][CH:2]([F:1])[O:3][C:4]1[C:5]([OH:10])=[N:6][CH:7]=[CH:8][CH:9]=1. The yield is 0.970. (8) The reactants are [CH2:1]([NH:8][C:9]([CH3:13])([CH3:12])[CH2:10][OH:11])[C:2]1[CH:7]=[CH:6][CH:5]=[CH:4][CH:3]=1.C(N(C(C)C)CC)(C)C.[S:23](Cl)(Cl)=[O:24]. The catalyst is ClCCl. The product is [CH2:1]([N:8]1[C:9]([CH3:13])([CH3:12])[CH2:10][O:11][S:23]1=[O:24])[C:2]1[CH:7]=[CH:6][CH:5]=[CH:4][CH:3]=1. The yield is 0.520. (9) The reactants are [N+:1]([C:4]1[CH:9]=[C:8]([N+:10]([O-:12])=[O:11])[CH:7]=[CH:6][C:5]=1[CH2:13][C:14]([OH:16])=[O:15])([O-:3])=[O:2].S(=O)(=O)(O)O.[CH3:22]O. No catalyst specified. The product is [N+:1]([C:4]1[CH:9]=[C:8]([N+:10]([O-:12])=[O:11])[CH:7]=[CH:6][C:5]=1[CH2:13][C:14]([O:16][CH3:22])=[O:15])([O-:3])=[O:2]. The yield is 0.783. (10) The reactants are [Cl:1][C:2]1[C:3]([CH3:30])=[C:4]([NH:10][C:11]([N:13]2[CH2:17][C@H:16]([O:18][Si:19]([C:22]([CH3:25])([CH3:24])[CH3:23])([CH3:21])[CH3:20])[CH2:15][C@H:14]2[C:26](OC)=[O:27])=[O:12])[CH:5]=[CH:6][C:7]=1[C:8]#[N:9].[Li+].[BH4-]. The catalyst is C1COCC1. The product is [Cl:1][C:2]1[C:3]([CH3:30])=[C:4]([NH:10][C:11]([N:13]2[CH2:17][C@H:16]([O:18][Si:19]([C:22]([CH3:23])([CH3:24])[CH3:25])([CH3:20])[CH3:21])[CH2:15][C@H:14]2[CH2:26][OH:27])=[O:12])[CH:5]=[CH:6][C:7]=1[C:8]#[N:9]. The yield is 0.930.